Dataset: Reaction yield outcomes from USPTO patents with 853,638 reactions. Task: Predict the reaction yield, written as a fraction of the theoretical maximum amount of product (1.0 means a 100% yield; for example, 0.34 means a 34% yield). The reactants are [Cl:1][C:2]1[CH:3]=[C:4]2[C:9](=[C:10](Cl)[C:11]=1O)[O:8][CH:7]([C:14]([F:17])([F:16])[F:15])[C:6]([C:18]([O:20]CC)=[O:19])=[CH:5]2.[OH-].[Li+].Cl. The catalyst is CO.C(#N)C.O. The product is [Cl:1][C:2]1[CH:3]=[C:4]2[C:9](=[CH:10][CH:11]=1)[O:8][CH:7]([C:14]([F:17])([F:15])[F:16])[C:6]([C:18]([OH:20])=[O:19])=[CH:5]2. The yield is 0.600.